Dataset: Peptide-MHC class I binding affinity with 185,985 pairs from IEDB/IMGT. Task: Regression. Given a peptide amino acid sequence and an MHC pseudo amino acid sequence, predict their binding affinity value. This is MHC class I binding data. (1) The peptide sequence is DTIAHINTL. The MHC is HLA-A02:03 with pseudo-sequence HLA-A02:03. The binding affinity (normalized) is 0.496. (2) The binding affinity (normalized) is 0.0847. The peptide sequence is KVFFVNWFR. The MHC is HLA-A01:01 with pseudo-sequence HLA-A01:01. (3) The peptide sequence is AADSFATSY. The MHC is HLA-A24:03 with pseudo-sequence HLA-A24:03. The binding affinity (normalized) is 0.0847. (4) The peptide sequence is SMVKLPIFL. The MHC is HLA-A02:01 with pseudo-sequence HLA-A02:01. The binding affinity (normalized) is 1.00. (5) The peptide sequence is GQFLSFASL. The MHC is HLA-E01:01 with pseudo-sequence HLA-E01:03. The binding affinity (normalized) is 0.0847. (6) The peptide sequence is ALYEKKLAL. The MHC is HLA-B40:01 with pseudo-sequence HLA-B40:01. The binding affinity (normalized) is 0.0847.